Dataset: Forward reaction prediction with 1.9M reactions from USPTO patents (1976-2016). Task: Predict the product of the given reaction. (1) Given the reactants [OH-].[Na+].[O:3]1[C:9]2[CH:8]3[O:10][CH:5]([CH2:6][CH:7]3[S:11]([O:14]C)(=[O:13])=[O:12])[C:4]1=2.Cl, predict the reaction product. The product is: [OH:3][CH:4]1[CH:9]2[O:14][S:11](=[O:12])(=[O:13])[CH:7]3[CH:8]2[O:10][CH:5]1[CH2:6]3. (2) The product is: [CH:18]1([C:16]([NH:15][C:13]2[N:14]=[C:9]3[CH:8]=[CH:7][C:6]([O:5][C:4]4[CH:3]=[C:2]([NH:1][C:31]([C:26]5[CH:27]=[CH:28][CH:29]=[CH:30][N:25]=5)=[O:32])[CH:23]=[CH:22][CH:21]=4)=[N:11][N:10]3[CH:12]=2)=[O:17])[CH2:20][CH2:19]1. Given the reactants [NH2:1][C:2]1[CH:3]=[C:4]([CH:21]=[CH:22][CH:23]=1)[O:5][C:6]1[CH:7]=[CH:8][C:9]2[N:10]([CH:12]=[C:13]([NH:15][C:16]([CH:18]3[CH2:20][CH2:19]3)=[O:17])[N:14]=2)[N:11]=1.Cl.[N:25]1[CH:30]=[CH:29][CH:28]=[CH:27][C:26]=1[C:31](Cl)=[O:32].C(=O)([O-])O.[Na+], predict the reaction product. (3) Given the reactants F[C:2]1[CH:3]=[C:4]([CH:7]=[C:8]([N:10]2[CH2:15][CH2:14][C:13]3[N:16]=[C:17]([C:19]4[CH:24]=[CH:23][CH:22]=[CH:21][N:20]=4)[O:18][C:12]=3[CH2:11]2)[CH:9]=1)[C:5]#[N:6].[Br:25]C1C=C(C=C(Br)C=1)C#N, predict the reaction product. The product is: [Br:25][C:2]1[CH:3]=[C:4]([CH:7]=[C:8]([N:10]2[CH2:15][CH2:14][C:13]3[N:16]=[C:17]([C:19]4[CH:24]=[CH:23][CH:22]=[CH:21][N:20]=4)[O:18][C:12]=3[CH2:11]2)[CH:9]=1)[C:5]#[N:6]. (4) Given the reactants [C:1]([OH:15])(=[O:14])[CH2:2][O:3][CH2:4][CH2:5][O:6][CH2:7][CH2:8][O:9][CH2:10][C:11]([OH:13])=O.C1(N=C=NC2CCCCC2)CCCCC1.[Cl-].[CH2:32]([O:39][C:40]([NH:42][CH2:43][CH2:44][NH2+:45][CH2:46][CH2:47][NH:48][C:49]([O:51][CH2:52][C:53]1[CH:58]=[CH:57][CH:56]=[CH:55][CH:54]=1)=[O:50])=[O:41])[C:33]1[CH:38]=[CH:37][CH:36]=[CH:35][CH:34]=1.CN(C)C(N(C)C)=N, predict the reaction product. The product is: [CH2:32]([O:39][C:40]([NH:42][CH2:43][CH2:44][N:45]([CH2:46][CH2:47][NH:48][C:49]([O:51][CH2:52][C:53]1[CH:54]=[CH:55][CH:56]=[CH:57][CH:58]=1)=[O:50])[C:11]([CH2:10][O:9][CH2:8][CH2:7][O:6][CH2:5][CH2:4][O:3][CH2:2][C:1]([OH:15])=[O:14])=[O:13])=[O:41])[C:33]1[CH:34]=[CH:35][CH:36]=[CH:37][CH:38]=1. (5) Given the reactants C1C2C(OC(=O)[N:16](C)[CH2:17][C:18]([NH:20][C@H:21]3[CH2:37][C@@H:36]4[C@@:24]([CH3:47])([C@@H:25]5[C@@H:33]([CH2:34][CH2:35]4)[C@:32]4([OH:38])[C@@:28]([CH3:46])([C@@H:29]([C:39]6[CH:40]=[CH:41][C:42](=[O:45])[O:43][CH:44]=6)[CH2:30][CH2:31]4)[CH2:27][CH2:26]5)[CH2:23][CH2:22]3)=[O:19])C3C(=CC=CC=3)C=2C=CC=1, predict the reaction product. The product is: [NH2:16][CH2:17][C:18]([NH:20][C@H:21]1[CH2:37][C@@H:36]2[C@@:24]([CH3:47])([C@@H:25]3[C@@H:33]([CH2:34][CH2:35]2)[C@:32]2([OH:38])[C@@:28]([CH3:46])([C@@H:29]([C:39]4[CH:40]=[CH:41][C:42](=[O:45])[O:43][CH:44]=4)[CH2:30][CH2:31]2)[CH2:27][CH2:26]3)[CH2:23][CH2:22]1)=[O:19]. (6) Given the reactants C([O:3][C:4](=[O:11])[C:5]([CH3:10])([CH3:9])[CH2:6][O:7][CH3:8])C.[Li+].[OH-], predict the reaction product. The product is: [CH3:9][C:5]([CH3:10])([CH2:6][O:7][CH3:8])[C:4]([OH:11])=[O:3]. (7) Given the reactants Cl[C:2]1[C:7]([N+:8]([O-:10])=[O:9])=[C:6]([CH2:11][C:12]#[N:13])[CH:5]=[CH:4][N:3]=1.[CH2:14]([N:21]1[CH2:26][CH2:25][NH:24][CH2:23][CH2:22]1)[C:15]1[CH:20]=[CH:19][CH:18]=[CH:17][CH:16]=1, predict the reaction product. The product is: [CH2:14]([N:21]1[CH2:26][CH2:25][N:24]([C:2]2[C:7]([N+:8]([O-:10])=[O:9])=[C:6]([CH2:11][C:12]#[N:13])[CH:5]=[CH:4][N:3]=2)[CH2:23][CH2:22]1)[C:15]1[CH:16]=[CH:17][CH:18]=[CH:19][CH:20]=1. (8) Given the reactants [H-].[Na+].[C:3]([N:10]([CH2:14][CH2:15]Cl)[CH2:11][CH2:12]Cl)([O:5][C:6]([CH3:9])([CH3:8])[CH3:7])=[O:4].O.[CH3:18]N(C)C=O, predict the reaction product. The product is: [C:3]([N:10]1[CH2:14][CH2:15][CH2:18][CH2:12][CH2:11]1)([O:5][C:6]([CH3:9])([CH3:8])[CH3:7])=[O:4].